Task: Predict the reactants needed to synthesize the given product.. Dataset: Full USPTO retrosynthesis dataset with 1.9M reactions from patents (1976-2016) (1) Given the product [F:1][C:2]1[CH:3]=[CH:4][C:5]([C:8]2[N:12]([CH3:13])[N:11]=[CH:10][C:9]=2[CH2:14][CH2:15][C:16]([OH:18])=[O:17])=[CH:6][CH:7]=1, predict the reactants needed to synthesize it. The reactants are: [F:1][C:2]1[CH:7]=[CH:6][C:5]([C:8]2[N:12]([CH3:13])[N:11]=[CH:10][C:9]=2/[CH:14]=[CH:15]/[C:16]([OH:18])=[O:17])=[CH:4][CH:3]=1.O1CCCC1.[H][H]. (2) Given the product [CH2:2]([OH:9])[C@H:3]([OH:1])[CH2:4][CH3:5].[CH2:2]([OH:9])[C@@H:3]([OH:1])[CH2:4][CH3:5], predict the reactants needed to synthesize it. The reactants are: [O:1]1[CH:3]([CH2:4][CH3:5])[CH2:2]1.ClCCl.[OH2:9]. (3) Given the product [CH2:15]([N:14]([CH2:7][C:8]1[CH:13]=[CH:12][CH:11]=[CH:10][CH:9]=1)[C:2](=[O:3])[O:4][CH2:5][Cl:6])[C:16]1[CH:21]=[CH:20][CH:19]=[CH:18][CH:17]=1, predict the reactants needed to synthesize it. The reactants are: Cl[C:2]([O:4][CH2:5][Cl:6])=[O:3].[CH2:7]([NH:14][CH2:15][C:16]1[CH:21]=[CH:20][CH:19]=[CH:18][CH:17]=1)[C:8]1[CH:13]=[CH:12][CH:11]=[CH:10][CH:9]=1.C(N(C(C)C)CC)(C)C. (4) Given the product [CH:13]1([NH:19][C:20]2[CH:29]=[C:28]3[C:23]([C:24](=[O:38])[C:25]([C:35]([NH2:3])=[O:37])=[CH:26][N:27]3[CH:30]3[CH2:31][CH2:32][CH2:33][CH2:34]3)=[CH:22][C:21]=2[F:39])[CH2:14][CH2:15][CH2:16][CH2:17][CH2:18]1, predict the reactants needed to synthesize it. The reactants are: C(N1C=CN=C1)([N:3]1C=CN=C1)=O.[CH:13]1([NH:19][C:20]2[CH:29]=[C:28]3[C:23]([C:24](=[O:38])[C:25]([C:35]([OH:37])=O)=[CH:26][N:27]3[CH:30]3[CH2:34][CH2:33][CH2:32][CH2:31]3)=[CH:22][C:21]=2[F:39])[CH2:18][CH2:17][CH2:16][CH2:15][CH2:14]1.N.